From a dataset of Catalyst prediction with 721,799 reactions and 888 catalyst types from USPTO. Predict which catalyst facilitates the given reaction. Reactant: O[N:2]1[C:6]2[CH:7]=CC=[CH:10][C:5]=2N=N1.[C@H](N)(CC)C.Cl.C(N=C=NCCCN(C)C)C.[Br:28][C:29]1[CH:30]=[CH:31][C:32]([Cl:48])=[C:33]([C:35]2[C:44]3[C:39](=[CH:40][CH:41]=[CH:42][CH:43]=3)[CH:38]=[C:37]([C:45](O)=[O:46])[N:36]=2)[CH:34]=1. Product: [Br:28][C:29]1[CH:30]=[CH:31][C:32]([Cl:48])=[C:33]([C:35]2[C:44]3[C:39](=[CH:40][CH:41]=[CH:42][CH:43]=3)[CH:38]=[C:37]([C:45]([NH:2][C@H:6]([CH3:7])[CH2:5][CH3:10])=[O:46])[N:36]=2)[CH:34]=1. The catalyst class is: 289.